From a dataset of Full USPTO retrosynthesis dataset with 1.9M reactions from patents (1976-2016). Predict the reactants needed to synthesize the given product. (1) Given the product [ClH:38].[CH:1]1([C:4]2[CH:8]=[C:7]([CH:9]3[CH2:10][CH2:11]3)[N:6]([C:12]3[CH:17]=[CH:16][C:15]([NH:18][C:19](=[O:27])[CH2:20][C:21]4[CH:26]=[CH:25][CH:24]=[CH:23][N:22]=4)=[CH:14][CH:13]=3)[N:5]=2)[CH2:3][CH2:2]1, predict the reactants needed to synthesize it. The reactants are: [CH:1]1([C:4]2[CH:8]=[C:7]([CH:9]3[CH2:11][CH2:10]3)[N:6]([C:12]3[CH:17]=[CH:16][C:15]([NH:18][C:19](=[O:27])[CH2:20][C:21]4[CH:26]=[CH:25][CH:24]=[CH:23][N:22]=4)=[CH:14][CH:13]=3)[N:5]=2)[CH2:3][CH2:2]1.N1C=CC=CC=1CC(O)=O.[ClH:38]. (2) Given the product [O:10]1[CH2:2][CH:9]1[CH:11]1[CH2:16][CH2:15][N:14]([C:17]([O:19][CH2:20][C:21]2[CH:22]=[CH:23][CH:24]=[CH:25][CH:26]=2)=[O:18])[CH2:13][CH2:12]1, predict the reactants needed to synthesize it. The reactants are: [I-].[CH3:2][S+](C)(C)=O.[H-].[Na+].[CH:9]([CH:11]1[CH2:16][CH2:15][N:14]([C:17]([O:19][CH2:20][C:21]2[CH:26]=[CH:25][CH:24]=[CH:23][CH:22]=2)=[O:18])[CH2:13][CH2:12]1)=[O:10].O. (3) Given the product [F:1][C:2]([C:5]1[CH:10]=[C:9]([NH2:11])[CH:8]=[CH:7][N:6]=1)([F:4])[CH3:3], predict the reactants needed to synthesize it. The reactants are: [F:1][C:2]([C:5]1[CH:10]=[C:9]([NH:11]C(=O)OC(C)(C)C)[CH:8]=[CH:7][N:6]=1)([F:4])[CH3:3].C(O)(C(F)(F)F)=O. (4) Given the product [CH3:43][O:44][CH2:45][C:46]([NH:23][S:20]([C:16]1[CH:17]=[CH:18][CH:19]=[C:14]([C:10]2[N:9]=[C:8]([C:6]3[CH:5]=[C:4]([C:24]4[CH:29]=[CH:28][C:27]([C:30]([F:33])([F:31])[F:32])=[CH:26][CH:25]=4)[CH:3]=[C:2]([CH3:1])[N:7]=3)[CH:13]=[CH:12][CH:11]=2)[CH:15]=1)(=[O:21])=[O:22])=[O:47], predict the reactants needed to synthesize it. The reactants are: [CH3:1][C:2]1[N:7]=[C:6]([C:8]2[CH:13]=[CH:12][CH:11]=[C:10]([C:14]3[CH:15]=[C:16]([S:20]([NH2:23])(=[O:22])=[O:21])[CH:17]=[CH:18][CH:19]=3)[N:9]=2)[CH:5]=[C:4]([C:24]2[CH:29]=[CH:28][C:27]([C:30]([F:33])([F:32])[F:31])=[CH:26][CH:25]=2)[CH:3]=1.C(N(C(C)C)C(C)C)C.[CH3:43][O:44][CH2:45][C:46](Cl)=[O:47]. (5) Given the product [OH:33][CH2:32][CH2:31][CH:28]1[CH2:29][CH2:30][N:25]([C:2]2[N:7]3[N:8]=[C:9]([CH3:11])[CH:10]=[C:6]3[N:5]=[C:4]([NH:12][C:13](=[O:24])[C:14]3[CH:19]=[CH:18][C:17]([C:20]([OH:23])([CH3:22])[CH3:21])=[CH:16][CH:15]=3)[CH:3]=2)[CH2:26][CH2:27]1, predict the reactants needed to synthesize it. The reactants are: Cl[C:2]1[N:7]2[N:8]=[C:9]([CH3:11])[CH:10]=[C:6]2[N:5]=[C:4]([NH:12][C:13](=[O:24])[C:14]2[CH:19]=[CH:18][C:17]([C:20]([OH:23])([CH3:22])[CH3:21])=[CH:16][CH:15]=2)[CH:3]=1.[NH:25]1[CH2:30][CH2:29][CH:28]([CH2:31][CH2:32][OH:33])[CH2:27][CH2:26]1. (6) Given the product [OH:1][C@@H:2]([CH2:18][N:19]([C:24]1[CH:25]=[CH:26][C:27]([O:30][CH2:31][CH2:32][CH:33]([C:36](=[O:39])[NH2:37])[CH2:34][CH3:35])=[CH:28][CH:29]=1)[CH2:20][CH:21]([CH3:23])[CH3:22])[CH2:3][O:4][C:5]1[C:17]2[C:16]3[C:11](=[CH:12][CH:13]=[CH:14][CH:15]=3)[NH:10][C:9]=2[CH:8]=[CH:7][CH:6]=1, predict the reactants needed to synthesize it. The reactants are: [OH:1][C@@H:2]([CH2:18][N:19]([C:24]1[CH:29]=[CH:28][C:27]([O:30][CH2:31][CH2:32][CH:33]([C:36]#[N:37])[CH2:34][CH3:35])=[CH:26][CH:25]=1)[CH2:20][CH:21]([CH3:23])[CH3:22])[CH2:3][O:4][C:5]1[C:17]2[C:16]3[C:11](=[CH:12][CH:13]=[CH:14][CH:15]=3)[NH:10][C:9]=2[CH:8]=[CH:7][CH:6]=1.C(=O)([O-])[O-:39].[K+].[K+].OO. (7) Given the product [Br:29][C:9]1[O:8][C:7]([C:2]2[CH:3]=[CH:4][CH:5]=[CH:6][N:1]=2)=[N:11][C:10]=1[C:12]1[CH:13]=[CH:14][C:15]([C:18]([OH:21])([CH3:19])[CH3:20])=[N:16][CH:17]=1, predict the reactants needed to synthesize it. The reactants are: [N:1]1[CH:6]=[CH:5][CH:4]=[CH:3][C:2]=1[C:7]1[O:8][CH:9]=[C:10]([C:12]2[CH:13]=[CH:14][C:15]([C:18]([OH:21])([CH3:20])[CH3:19])=[N:16][CH:17]=2)[N:11]=1.C1C(=O)N([Br:29])C(=O)C1.O.